From a dataset of Reaction yield outcomes from USPTO patents with 853,638 reactions. Predict the reaction yield, written as a fraction of the theoretical maximum amount of product (1.0 means a 100% yield; for example, 0.34 means a 34% yield). (1) The reactants are Br[C:2]1[C:3]([O:12][CH3:13])=[C:4]([CH:7]=[CH:8][C:9]=1[O:10][CH3:11])[CH:5]=[O:6].[CH:14]1(B(O)O)[CH2:16][CH2:15]1.F[B-](F)(F)F.C1([PH+](C2CCCCC2)C2CCCCC2)CCCCC1.[O-]P([O-])([O-])=O.[K+].[K+].[K+]. The catalyst is C1(C)C=CC=CC=1.O.CC([O-])=O.CC([O-])=O.[Pd+2]. The product is [CH:14]1([C:2]2[C:3]([O:12][CH3:13])=[C:4]([CH:7]=[CH:8][C:9]=2[O:10][CH3:11])[CH:5]=[O:6])[CH2:16][CH2:15]1. The yield is 0.780. (2) The reactants are [Cl:1][C:2]1[C:10]([O:11][CH3:12])=[CH:9][CH:8]=[C:7]([F:13])[C:3]=1[C:4]([OH:6])=O.CN(C(ON1N=NC2C=CC=NC1=2)=[N+](C)C)C.F[P-](F)(F)(F)(F)F.[CH2:38]([O:45][C:46]1[C:51]([CH2:52][NH:53][CH2:54][CH2:55][OH:56])=[C:50]([CH3:57])[CH:49]=[C:48]([CH3:58])[N:47]=1)[C:39]1[CH:44]=[CH:43][CH:42]=[CH:41][CH:40]=1. The catalyst is CN(C=O)C. The product is [CH2:38]([O:45][C:46]1[C:51]([CH2:52][N:53]([CH2:54][CH2:55][OH:56])[C:4](=[O:6])[C:3]2[C:7]([F:13])=[CH:8][CH:9]=[C:10]([O:11][CH3:12])[C:2]=2[Cl:1])=[C:50]([CH3:57])[CH:49]=[C:48]([CH3:58])[N:47]=1)[C:39]1[CH:44]=[CH:43][CH:42]=[CH:41][CH:40]=1. The yield is 1.00. (3) The catalyst is ClCCl. The reactants are [F:1][C:2]([F:52])([F:51])[C:3]1[CH:4]=[C:5]([C:13]([CH3:50])([CH3:49])[C:14]([N:16]([CH3:48])[C:17]2[C:18]([C:40]3[CH:45]=[CH:44][C:43]([F:46])=[CH:42][C:41]=3[CH3:47])=[CH:19][C:20]([C@@H:23]3[N:27](C(OC(C)(C)C)=O)[C@:26]([CH3:39])([C:35]([O:37][CH3:38])=[O:36])[CH2:25][CH2:24]3)=[N:21][CH:22]=2)=[O:15])[CH:6]=[C:7]([C:9]([F:12])([F:11])[F:10])[CH:8]=1.C(O)(C(F)(F)F)=O. The product is [F:52][C:2]([F:1])([F:51])[C:3]1[CH:4]=[C:5]([C:13]([CH3:49])([CH3:50])[C:14]([N:16]([CH3:48])[C:17]2[C:18]([C:40]3[CH:45]=[CH:44][C:43]([F:46])=[CH:42][C:41]=3[CH3:47])=[CH:19][C:20]([C@@H:23]3[NH:27][C@:26]([CH3:39])([C:35]([O:37][CH3:38])=[O:36])[CH2:25][CH2:24]3)=[N:21][CH:22]=2)=[O:15])[CH:6]=[C:7]([C:9]([F:11])([F:12])[F:10])[CH:8]=1. The yield is 0.970. (4) The catalyst is O. The reactants are [OH-].[Na+].[Br:3]Br.[CH3:5][C:6]1[CH:14]=[C:13]([CH3:15])[CH:12]=[CH:11][C:7]=1[C:8]([OH:10])=[O:9].Cl. The product is [Br:3][C:12]1[C:13]([CH3:15])=[CH:14][C:6]([CH3:5])=[C:7]([CH:11]=1)[C:8]([OH:10])=[O:9]. The yield is 0.650.